From a dataset of Peptide-MHC class I binding affinity with 185,985 pairs from IEDB/IMGT. Regression. Given a peptide amino acid sequence and an MHC pseudo amino acid sequence, predict their binding affinity value. This is MHC class I binding data. The peptide sequence is KTKDLQKVCYV. The MHC is Mamu-A02 with pseudo-sequence Mamu-A02. The binding affinity (normalized) is 0.864.